Dataset: Forward reaction prediction with 1.9M reactions from USPTO patents (1976-2016). Task: Predict the product of the given reaction. The product is: [C:1]([C:4]1[C@@H:5]([C:29]2[CH:30]=[CH:31][CH:32]=[C:33]3[C:38]=2[O:37][C:36]([CH3:39])=[CH:35][C:34]3=[O:40])[C:6]([C:12]([OH:14])=[O:13])=[C:7]([CH3:11])[NH:8][C:9]=1[CH3:10])(=[O:3])[CH3:2]. Given the reactants [C:1]([C:4]1[C@@H:5]([C:29]2[CH:30]=[CH:31][CH:32]=[C:33]3[C:38]=2[O:37][C:36]([CH3:39])=[CH:35][C:34]3=[O:40])[C:6]([C:12]([O:14][C@H]2CC(=O)N(CC3C=CC=CC=3)C2=O)=[O:13])=[C:7]([CH3:11])[NH:8][C:9]=1[CH3:10])(=[O:3])[CH3:2].C1CCN2C(=NCCC2)CC1.O.Cl, predict the reaction product.